Dataset: Full USPTO retrosynthesis dataset with 1.9M reactions from patents (1976-2016). Task: Predict the reactants needed to synthesize the given product. (1) Given the product [CH3:15][O:14][N:13]([CH3:12])[C:6]([C:5]1[CH:4]=[N:3][C:2]([CH3:1])=[CH:10][CH:9]=1)=[O:7], predict the reactants needed to synthesize it. The reactants are: [CH3:1][C:2]1[CH:10]=[CH:9][C:5]([C:6](O)=[O:7])=[CH:4][N:3]=1.Cl.[CH3:12][NH:13][O:14][CH3:15].Cl.C(N=C=NCCCN(C)C)C.ON1C2C=CC=CC=2N=N1. (2) Given the product [CH2:16]([NH:23][C:6](=[O:7])[C:5]1[CH:4]=[C:3]([O:2][CH3:1])[C:11]([O:12][CH3:13])=[C:10]([O:14][CH3:15])[CH:9]=1)[C:17]1[CH:22]=[CH:21][CH:20]=[CH:19][CH:18]=1, predict the reactants needed to synthesize it. The reactants are: [CH3:1][O:2][C:3]1[CH:4]=[C:5]([CH:9]=[C:10]([O:14][CH3:15])[C:11]=1[O:12][CH3:13])[C:6](Cl)=[O:7].[CH2:16]([NH2:23])[C:17]1[CH:22]=[CH:21][CH:20]=[CH:19][CH:18]=1. (3) Given the product [C:33]([C:3]1[CH:4]=[CH:5][S:1][C:2]=1[C:6]1[S:7][CH:8]=[CH:9][C:10]=1[C:11]1[S:12][CH:13]=[CH:14][CH:15]=1)#[N:34], predict the reactants needed to synthesize it. The reactants are: [S:1]1[CH:5]=[CH:4][CH:3]=[C:2]1[C:6]1[S:7][CH:8]=[CH:9][C:10]=1[C:11]1[S:12][CH:13]=[CH:14][CH:15]=1.BrC1C=CSC=1C1SC=CC=1C1SC=CC=1.[Cu](C#N)[C:33]#[N:34].